From a dataset of Forward reaction prediction with 1.9M reactions from USPTO patents (1976-2016). Predict the product of the given reaction. (1) Given the reactants [CH2:1]([O:3][C:4]([C:6]1[N:7]([C:24]2[CH:29]=[CH:28][C:27]([O:30][CH:31]3[CH2:35][CH2:34][CH2:33][CH2:32]3)=[CH:26][CH:25]=2)[C:8]2[C:13]([CH:14]=1)=[CH:12][C:11](B1OC(C)(C)C(C)(C)O1)=[CH:10][CH:9]=2)=[O:5])[CH3:2].Br[C:37]1[N:42]=[CH:41][C:40]([Br:43])=[CH:39][N:38]=1, predict the reaction product. The product is: [CH2:1]([O:3][C:4]([C:6]1[N:7]([C:24]2[CH:25]=[CH:26][C:27]([O:30][CH:31]3[CH2:35][CH2:34][CH2:33][CH2:32]3)=[CH:28][CH:29]=2)[C:8]2[C:13]([CH:14]=1)=[CH:12][C:11]([C:37]1[N:42]=[CH:41][C:40]([Br:43])=[CH:39][N:38]=1)=[CH:10][CH:9]=2)=[O:5])[CH3:2]. (2) Given the reactants [F:1][C:2]1[CH:7]=[C:6]([I:8])[CH:5]=[CH:4][C:3]=1[NH:9][C:10]1[N:15]([CH3:16])[C:14](=[O:17])[N:13]([CH3:18])[C:12](=[O:19])[C:11]=1[C:20](OC1C=CC=CC=1)=[O:21].Cl.[OH:30][CH:31]1[CH2:34][NH:33][CH2:32]1, predict the reaction product. The product is: [F:1][C:2]1[CH:7]=[C:6]([I:8])[CH:5]=[CH:4][C:3]=1[NH:9][C:10]1[N:15]([CH3:16])[C:14](=[O:17])[N:13]([CH3:18])[C:12](=[O:19])[C:11]=1[C:20]([N:33]1[CH2:34][CH:31]([OH:30])[CH2:32]1)=[O:21]. (3) Given the reactants [CH3:1][N:2]([CH2:18][C:19]1[CH:24]=[CH:23][CH:22]=[C:21]([C:25](=[O:59])[NH:26][C:27]2[CH:32]=[CH:31][C:30]([N:33]3[CH2:38][CH2:37][CH2:36][CH2:35][CH2:34]3)=[CH:29][C:28]=2[C:39]2[CH:44]=[C:43]([C:45](=[O:58])[NH:46][CH2:47][C:48]3[CH:53]=[CH:52][CH:51]=[C:50]([C:54]([F:57])([F:56])[F:55])[CH:49]=3)[CH:42]=[CH:41][N:40]=2)[CH:20]=1)[CH2:3][CH2:4][N:5]1[CH2:10][CH2:9][N:8]([C:11](OC(C)(C)C)=O)[CH2:7][CH2:6]1.ClCCl.C(O)(C(F)(F)F)=O.C(N(CC)CC)C.CS(Cl)(=O)=O, predict the reaction product. The product is: [CH3:1][N:2]([CH2:18][C:19]1[CH:20]=[C:21]([CH:22]=[CH:23][CH:24]=1)[C:25]([NH:26][C:27]1[CH:32]=[CH:31][C:30]([N:33]2[CH2:34][CH2:35][CH2:36][CH2:37][CH2:38]2)=[CH:29][C:28]=1[C:39]1[CH:44]=[C:43]([CH:42]=[CH:41][N:40]=1)[C:45]([NH:46][CH2:47][C:48]1[CH:53]=[CH:52][CH:51]=[C:50]([C:54]([F:55])([F:57])[F:56])[CH:49]=1)=[O:58])=[O:59])[CH2:3][CH2:4][N:5]1[CH2:6][CH2:7][N:8]([CH3:11])[CH2:9][CH2:10]1. (4) Given the reactants [F:1][C:2]1[C:3]([C:9](=[O:22])[CH:10]([C:15]2[CH:20]=[CH:19][CH:18]=[CH:17][C:16]=2[F:21])C(OC)=O)=[N:4][CH:5]=[C:6]([F:8])[CH:7]=1.[Cl-].[Na+].O, predict the reaction product. The product is: [F:1][C:2]1[C:3]([C:9](=[O:22])[CH2:10][C:15]2[CH:20]=[CH:19][CH:18]=[CH:17][C:16]=2[F:21])=[N:4][CH:5]=[C:6]([F:8])[CH:7]=1. (5) The product is: [CH3:12][N:13]([CH3:20])[CH:14]1[CH2:19][CH2:18][N:17]([C:2]2[NH:7][C:6](=[O:8])[C:5]3[CH:9]=[CH:10][S:11][C:4]=3[CH:3]=2)[CH2:16][CH2:15]1. Given the reactants Cl[C:2]1[NH:7][C:6](=[O:8])[C:5]2[CH:9]=[CH:10][S:11][C:4]=2[CH:3]=1.[CH3:12][N:13]([CH3:20])[CH:14]1[CH2:19][CH2:18][NH:17][CH2:16][CH2:15]1, predict the reaction product. (6) The product is: [ClH:29].[Cl:29][C:28]1[N:20]([C:17]2[CH:16]=[CH:15][C:14]([O:13][CH2:12][CH2:11][CH2:10][N:8]([CH3:9])[CH2:7][CH2:6][CH2:5][C:4]([OH:30])=[O:3])=[CH:19][CH:18]=2)[N:21]=[C:22]2[C:27]=1[CH:26]=[CH:25][CH:24]=[CH:23]2. Given the reactants C([O:3][C:4](=[O:30])[CH2:5][CH2:6][CH2:7][N:8]([CH2:10][CH2:11][CH2:12][O:13][C:14]1[CH:19]=[CH:18][C:17]([N:20]2[C:28]([Cl:29])=[C:27]3[C:22]([CH:23]=[CH:24][CH:25]=[CH:26]3)=[N:21]2)=[CH:16][CH:15]=1)[CH3:9])C.[OH-].[Na+], predict the reaction product. (7) Given the reactants [C:1]([O:5][C:6]([N:8]1[CH2:13][CH2:12][C:11](=[CH:14][C:15]2[CH:24]=[CH:23][C:22]3[C:17](=[CH:18][CH:19]=[CH:20][CH:21]=3)[CH:16]=2)[CH2:10][CH2:9]1)=[O:7])([CH3:4])([CH3:3])[CH3:2], predict the reaction product. The product is: [C:1]([O:5][C:6]([N:8]1[CH2:13][CH2:12][CH:11]([CH2:14][C:15]2[CH:24]=[CH:23][C:22]3[C:17](=[CH:18][CH:19]=[CH:20][CH:21]=3)[CH:16]=2)[CH2:10][CH2:9]1)=[O:7])([CH3:4])([CH3:2])[CH3:3].